This data is from TCR-epitope binding with 47,182 pairs between 192 epitopes and 23,139 TCRs. The task is: Binary Classification. Given a T-cell receptor sequence (or CDR3 region) and an epitope sequence, predict whether binding occurs between them. (1) The epitope is GPGHKARVL. The TCR CDR3 sequence is CASSPSGTPYERYF. Result: 1 (the TCR binds to the epitope). (2) The epitope is KLGGALQAK. The TCR CDR3 sequence is CASSHGQGNYGYTF. Result: 1 (the TCR binds to the epitope). (3) The epitope is YFPLQSYGF. The TCR CDR3 sequence is CASGQGVNYGYTF. Result: 0 (the TCR does not bind to the epitope). (4) The epitope is TVYDPLQPELDSFK. The TCR CDR3 sequence is CASSPTEGLYEQYF. Result: 0 (the TCR does not bind to the epitope). (5) The epitope is ILKEPVHGV. The TCR CDR3 sequence is CASSSSAGGVDDNEQFF. Result: 0 (the TCR does not bind to the epitope). (6) The epitope is NEGVKAAW. The TCR CDR3 sequence is CASSGLGLADYEQYF. Result: 0 (the TCR does not bind to the epitope). (7) Result: 0 (the TCR does not bind to the epitope). The TCR CDR3 sequence is CATSDPLTSGRAEQYF. The epitope is MLNIPSINV. (8) The epitope is YFPLQSYGF. The TCR CDR3 sequence is CASSQVRTDTQYF. Result: 1 (the TCR binds to the epitope). (9) The epitope is NLSALGIFST. The TCR CDR3 sequence is CASSFGLADYEQYF. Result: 0 (the TCR does not bind to the epitope). (10) The epitope is FLLNKEMYL. The TCR CDR3 sequence is CASSLAGSRETQYF. Result: 1 (the TCR binds to the epitope).